From a dataset of Full USPTO retrosynthesis dataset with 1.9M reactions from patents (1976-2016). Predict the reactants needed to synthesize the given product. (1) Given the product [F:5][C:6]1[CH:14]=[C:13]([O:15][CH3:16])[C:12]([N+:1]([O-:4])=[O:2])=[C:8]([CH:7]=1)[C:9]([OH:11])=[O:10], predict the reactants needed to synthesize it. The reactants are: [N+:1]([O-:4])(O)=[O:2].[F:5][C:6]1[CH:7]=[C:8]([CH:12]=[C:13]([O:15][CH3:16])[CH:14]=1)[C:9]([OH:11])=[O:10].C([O-])(O)=O.[Na+]. (2) Given the product [CH3:9][O:8][C:6]1[CH:7]=[CH:2][C:3]2[NH:10][C:19](=[O:20])[C:21]3[S:22][C:23]([CH3:26])=[CH:24][C:25]=3[C:4]=2[CH:5]=1, predict the reactants needed to synthesize it. The reactants are: Br[C:2]1[CH:7]=[C:6]([O:8][CH3:9])[CH:5]=[CH:4][C:3]=1[N:10]([C:19]([C:21]1[S:22][C:23]([CH3:26])=[CH:24][CH:25]=1)=[O:20])C(C1SC(C)=CC=1)=O. (3) Given the product [F:31][C:28]1[C:27]([F:32])=[CH:26][C:25]([C:13]2[CH:12]=[N:11][N:10]([CH2:9][CH2:8][O:7][CH:2]3[CH2:3][CH2:4][CH2:5][CH2:6][O:1]3)[CH:14]=2)=[CH:30][N:29]=1, predict the reactants needed to synthesize it. The reactants are: [O:1]1[CH2:6][CH2:5][CH2:4][CH2:3][CH:2]1[O:7][CH2:8][CH2:9][N:10]1[CH:14]=[C:13](B2OC(C)(C)C(C)(C)O2)[CH:12]=[N:11]1.Cl[C:25]1[CH:26]=[C:27]([F:32])[C:28]([F:31])=[N:29][CH:30]=1.CC(C1C=C(C(C)C)C(C2C=CC=CC=2P(C2CCCCC2)C2CCCCC2)=C(C(C)C)C=1)C.P([O-])([O-])([O-])=O.[K+].[K+].[K+]. (4) The reactants are: O.C([C@@](C(O)=O)(O)[C@@](C(=O)C1C=CC=CC=1)(O)C(O)=O)(=O)C1C=CC=CC=1.[O:28]=[C:29]([N:43]1[CH2:48][CH2:47][N:46]2[C:49]([C:52]([F:55])([F:54])[F:53])=[N:50][N:51]=[C:45]2[CH2:44]1)[CH2:30][CH:31]([NH2:42])[CH2:32][C:33]1[CH:38]=[C:37]([F:39])[C:36]([F:40])=[CH:35][C:34]=1[F:41]. Given the product [O:28]=[C:29]([N:43]1[CH2:48][CH2:47][N:46]2[C:49]([C:52]([F:55])([F:54])[F:53])=[N:50][N:51]=[C:45]2[CH2:44]1)[CH2:30][C@@H:31]([NH2:42])[CH2:32][C:33]1[CH:38]=[C:37]([F:39])[C:36]([F:40])=[CH:35][C:34]=1[F:41], predict the reactants needed to synthesize it. (5) Given the product [CH:1]1[C:13]2[CH:12]([CH2:14][C:15]#[N:16])[C:11]3[C:6](=[CH:7][CH:8]=[CH:9][CH:10]=3)[C:5]=2[CH:4]=[CH:3][CH:2]=1, predict the reactants needed to synthesize it. The reactants are: [CH:1]1[C:13]2[C:12](=[CH:14][C:15]#[N:16])[C:11]3[C:6](=[CH:7][CH:8]=[CH:9][CH:10]=3)[C:5]=2[CH:4]=[CH:3][CH:2]=1. (6) Given the product [Br:1][C:2]1[CH:7]=[CH:6][C:5]([O:8][CH3:9])=[CH:4][C:3]=1[S:10]([NH:18][C:14]([CH3:17])([CH3:16])[CH3:15])(=[O:12])=[O:11], predict the reactants needed to synthesize it. The reactants are: [Br:1][C:2]1[CH:7]=[CH:6][C:5]([O:8][CH3:9])=[CH:4][C:3]=1[S:10](Cl)(=[O:12])=[O:11].[C:14]([NH2:18])([CH3:17])([CH3:16])[CH3:15].C(N(CC)CC)C. (7) Given the product [Br:1][C:2]1[CH:3]=[CH:4][C:5]([C@:8]([CH:29]2[CH2:31][CH2:30]2)([CH3:9])[CH:10]=[O:41])=[CH:6][CH:7]=1, predict the reactants needed to synthesize it. The reactants are: [Br:1][C:2]1[CH:7]=[CH:6][C:5]([C@:8](B2OC(C)(C)C(C)(C)O2)([CH:10]2CC2)[CH3:9])=[CH:4][CH:3]=1.ClCCl.C(N[CH:29]([CH3:31])[CH3:30])(C)C.[Li].C(C1C=CC=CC=1)C.[OH:41]O.